This data is from Full USPTO retrosynthesis dataset with 1.9M reactions from patents (1976-2016). The task is: Predict the reactants needed to synthesize the given product. (1) Given the product [Cl:29][C:30]1[C:31]([CH2:44][O:45][C:46]2[CH:47]=[N:48][C:49]([O:53][CH:54]([CH3:56])[CH3:55])=[C:50]([Cl:52])[CH:51]=2)=[CH:32][C:33]([F:43])=[C:34]([CH:42]=1)[C:35]([OH:37])=[O:36], predict the reactants needed to synthesize it. The reactants are: ClC1C(OC2C=CC(OC(F)(F)F)=C(Cl)C=2)=CC(F)=C(C=1)C(OC(C)(C)C)=O.[Cl:29][C:30]1[C:31]([CH2:44][O:45][C:46]2[CH:47]=[N:48][C:49]([O:53][CH:54]([CH3:56])[CH3:55])=[C:50]([Cl:52])[CH:51]=2)=[CH:32][C:33]([F:43])=[C:34]([CH:42]=1)[C:35]([O:37]C(C)(C)C)=[O:36]. (2) Given the product [C:24]([CH2:1][C@H:3]([CH3:8])[CH2:4][N:9]([C:4]1[CH:5]=[CH:6][CH:7]=[CH:8][C:3]=1[CH:1]=[O:2])[S:10]([C:13]1[CH:14]=[CH:15][C:16]([CH3:19])=[CH:17][CH:18]=1)(=[O:12])=[O:11])#[N:21], predict the reactants needed to synthesize it. The reactants are: [CH:1]([C:3]1[CH:8]=[CH:7][CH:6]=[CH:5][C:4]=1[NH:9][S:10]([C:13]1[CH:18]=[CH:17][C:16]([CH3:19])=[CH:15][CH:14]=1)(=[O:12])=[O:11])=[O:2].C[N:21]([CH3:24])C=O.[Br-].[Li+].C(=O)([O-])[O-].[K+].[K+]. (3) Given the product [NH2:32][C:4]1[C:5]([F:31])=[C:6]([CH:28]=[C:29]([F:30])[C:3]=1[C:1]#[N:2])[C:7]([NH:9][C:10]1[C:15]([CH3:16])=[CH:14][C:13]([C:17]([F:26])([C:18]([F:19])([F:20])[F:21])[C:22]([F:24])([F:25])[F:23])=[CH:12][C:11]=1[CH3:27])=[O:8], predict the reactants needed to synthesize it. The reactants are: [C:1]([C:3]1[C:29]([F:30])=[CH:28][C:6]([C:7]([NH:9][C:10]2[C:15]([CH3:16])=[CH:14][C:13]([C:17]([F:26])([C:22]([F:25])([F:24])[F:23])[C:18]([F:21])([F:20])[F:19])=[CH:12][C:11]=2[CH3:27])=[O:8])=[C:5]([F:31])[C:4]=1[N+:32]([O-])=O)#[N:2].[H][H]. (4) Given the product [NH2:1][C:2]1[C:11]([Cl:21])=[C:10]([F:12])[C:9]([F:13])=[CH:8][C:3]=1[C:4]([O:6][CH3:7])=[O:5], predict the reactants needed to synthesize it. The reactants are: [NH2:1][C:2]1[CH:11]=[C:10]([F:12])[C:9]([F:13])=[CH:8][C:3]=1[C:4]([O:6][CH3:7])=[O:5].C1C(=O)N([Cl:21])C(=O)C1.O.C(Cl)Cl. (5) The reactants are: [Cl:1][C:2]1[CH:10]=[CH:9][C:8]([C:11]2[C:12]([C@@H:23]([NH:33][C:34](=[O:50])[CH2:35][N:36]3[C:40]4[C:41]([F:46])([F:45])[C@@H:42]5[CH2:44][C@@H:43]5[C:39]=4[C:38]([CH:47]([F:49])[F:48])=[N:37]3)[CH2:24][C:25]3[CH:30]=[C:29]([F:31])[CH:28]=[C:27]([F:32])[CH:26]=3)=[N:13][C:14]([C:17]#[C:18][C:19]([OH:22])([CH3:21])[CH3:20])=[CH:15][CH:16]=2)=[C:7]2[C:3]=1[C:4]([NH:52][C:53](=[O:58])[CH2:54][N:55]([CH3:57])C)=[N:5][N:6]2[CH3:51].[CH:59]1(N)C[CH2:60]1. Given the product [Cl:1][C:2]1[CH:10]=[CH:9][C:8]([C:11]2[C:12]([C@@H:23]([NH:33][C:34](=[O:50])[CH2:35][N:36]3[C:40]4[C:41]([F:46])([F:45])[C@@H:42]5[CH2:44][C@@H:43]5[C:39]=4[C:38]([CH:47]([F:48])[F:49])=[N:37]3)[CH2:24][C:25]3[CH:26]=[C:27]([F:32])[CH:28]=[C:29]([F:31])[CH:30]=3)=[N:13][C:14]([C:17]#[C:18][C:19]([OH:22])([CH3:20])[CH3:21])=[CH:15][CH:16]=2)=[C:7]2[C:3]=1[C:4]([NH:52][C:53](=[O:58])[CH2:54][NH:55][CH:57]1[CH2:60][CH2:59]1)=[N:5][N:6]2[CH3:51], predict the reactants needed to synthesize it.